Dataset: Reaction yield outcomes from USPTO patents with 853,638 reactions. Task: Predict the reaction yield, written as a fraction of the theoretical maximum amount of product (1.0 means a 100% yield; for example, 0.34 means a 34% yield). (1) The reactants are Br[CH2:2][C:3]1[CH:8]=[CH:7][C:6](B2OC(C)(C)C(C)(C)O2)=[CH:5][CH:4]=1.[C:18]([N:21]1[CH2:26][CH2:25][NH:24][CH2:23][CH2:22]1)(=[O:20])[CH3:19].C([O-])([O-])=O.[K+].[K+].Br[C:34]1[CH:35]=[C:36]2[C:42]([C:43]3[CH:44]=[C:45]4[C:49](=[CH:50][CH:51]=3)[NH:48][CH:47]=[CH:46]4)=[CH:41][N:40](S(C3C=CC(C)=CC=3)(=O)=O)[C:37]2=[N:38][CH:39]=1. The catalyst is CN(C=O)C.Cl[Pd](Cl)([P](C1C=CC=CC=1)(C1C=CC=CC=1)C1C=CC=CC=1)[P](C1C=CC=CC=1)(C1C=CC=CC=1)C1C=CC=CC=1. The product is [NH:48]1[C:49]2[C:45](=[CH:44][C:43]([C:42]3[C:36]4[C:37](=[N:38][CH:39]=[C:34]([C:6]5[CH:5]=[CH:4][C:3]([CH2:2][N:24]6[CH2:25][CH2:26][N:21]([C:18](=[O:20])[CH3:19])[CH2:22][CH2:23]6)=[CH:8][CH:7]=5)[CH:35]=4)[NH:40][CH:41]=3)=[CH:51][CH:50]=2)[CH:46]=[CH:47]1. The yield is 0.460. (2) The reactants are [N:1]1[C:10]2[CH:9]([N:11]([CH2:30][C:31]3[CH:47]=[CH:46][C:34]([CH2:35][NH:36][S:37]([C:40]4[CH:45]=[CH:44][CH:43]=[CH:42][N:41]=4)(=[O:39])=[O:38])=[CH:33][CH:32]=3)[CH2:12][C:13]3[N:17](COCC[Si](C)(C)C)[C:16]4[CH:26]=[CH:27][CH:28]=[CH:29][C:15]=4[N:14]=3)[CH2:8][CH2:7][CH2:6][C:5]=2[CH:4]=[CH:3][CH:2]=1.Cl. No catalyst specified. The product is [NH:14]1[C:15]2[CH:29]=[CH:28][CH:27]=[CH:26][C:16]=2[N:17]=[C:13]1[CH2:12][N:11]([CH2:30][C:31]1[CH:32]=[CH:33][C:34]([CH2:35][NH:36][S:37]([C:40]2[CH:45]=[CH:44][CH:43]=[CH:42][N:41]=2)(=[O:38])=[O:39])=[CH:46][CH:47]=1)[CH:9]1[C:10]2[N:1]=[CH:2][CH:3]=[CH:4][C:5]=2[CH2:6][CH2:7][CH2:8]1. The yield is 0.850. (3) The reactants are [C:1]([OH:4])(=[O:3])[CH3:2].C([O-])(=O)C.[NH4+:9].[N+:10]([C:13]1[CH:20]=[CH:19][C:16]([CH:17]=O)=[CH:15][CH:14]=1)([O-:12])=[O:11].C(O)(=O)CC(O)=O. The catalyst is CC(O)C. The product is [N+:10]([C:13]1[CH:20]=[CH:19][C:16]([C@@H:17]([CH2:2][C:1]([OH:4])=[O:3])[NH2:9])=[CH:15][CH:14]=1)([O-:12])=[O:11]. The yield is 0.520. (4) The reactants are Cl.[CH3:2][S:3]([C:6]1[CH:11]=[CH:10][C:9]([C:12]2[CH:21]=[CH:20][C:19]3[C:14](=[CH:15][CH:16]=[C:17]([O:22]C)[CH:18]=3)[C:13]=2[O:24][C:25]2[CH:39]=[CH:38][C:28]([O:29][CH2:30][CH2:31][N:32]3[CH2:37][CH2:36][CH2:35][CH2:34][CH2:33]3)=[CH:27][CH:26]=2)=[CH:8][CH:7]=1)(=[O:5])=[O:4].B(Br)(Br)Br.C([O-])(O)=O.[Na+]. The catalyst is ClCCl.CO.C(OCC)(=O)C.[Cl-].[Na+].O. The product is [CH3:2][S:3]([C:6]1[CH:7]=[CH:8][C:9]([C:12]2[C:13]([O:24][C:25]3[CH:39]=[CH:38][C:28]([O:29][CH2:30][CH2:31][N:32]4[CH2:37][CH2:36][CH2:35][CH2:34][CH2:33]4)=[CH:27][CH:26]=3)=[C:14]3[C:19](=[CH:20][CH:21]=2)[CH:18]=[C:17]([OH:22])[CH:16]=[CH:15]3)=[CH:10][CH:11]=1)(=[O:5])=[O:4]. The yield is 0.850. (5) The reactants are [CH2:1]([O:8][CH2:9][CH2:10][CH:11]1[CH2:20][CH2:19][C:14]2(OCC[O:15]2)[CH2:13][CH2:12]1)[C:2]1[CH:7]=[CH:6][CH:5]=[CH:4][CH:3]=1.O.CC1C=CC(S(O)(=O)=O)=CC=1. The catalyst is CC(C)=O. The product is [CH2:1]([O:8][CH2:9][CH2:10][CH:11]1[CH2:12][CH2:13][C:14](=[O:15])[CH2:19][CH2:20]1)[C:2]1[CH:7]=[CH:6][CH:5]=[CH:4][CH:3]=1. The yield is 0.970. (6) The reactants are [CH3:1][C:2]1[O:6][N:5]=[C:4]([CH2:7][O:8][C:9]2[CH:14]=[CH:13][C:12]([N+:15]([O-])=O)=[CH:11][CH:10]=2)[CH:3]=1.S(S([O-])=O)([O-])=O.[Na+].[Na+].C([O-])([O-])=O.[K+].[K+]. The catalyst is CO.C(Cl)Cl. The product is [CH3:1][C:2]1[O:6][N:5]=[C:4]([CH2:7][O:8][C:9]2[CH:14]=[CH:13][C:12]([NH2:15])=[CH:11][CH:10]=2)[CH:3]=1. The yield is 0.460.